This data is from Catalyst prediction with 721,799 reactions and 888 catalyst types from USPTO. The task is: Predict which catalyst facilitates the given reaction. Reactant: [F:1][C:2]1[CH:7]=[CH:6][C:5]([C:8]2[C:12](=[O:13])[O:11][CH2:10][C:9]=2[C:14]2[CH:24]=[CH:23][C:17]3[O:18][CH2:19][C:20](=[O:22])[NH:21][C:16]=3[CH:15]=2)=[CH:4][CH:3]=1.C1CCN2C(=NCCC2)CC1.[O:36]=O. Product: [F:1][C:2]1[CH:3]=[CH:4][C:5]([C:8]2[C:12](=[O:13])[O:11][C:10](=[O:36])[C:9]=2[C:14]2[CH:24]=[CH:23][C:17]3[O:18][CH2:19][C:20](=[O:22])[NH:21][C:16]=3[CH:15]=2)=[CH:6][CH:7]=1. The catalyst class is: 10.